This data is from Catalyst prediction with 721,799 reactions and 888 catalyst types from USPTO. The task is: Predict which catalyst facilitates the given reaction. (1) Reactant: Br[C:2]1[C:7]([N+:8]([O-:10])=[O:9])=[CH:6][C:5]([Cl:11])=[CH:4][N:3]=1.[CH3:12][C:13]([OH:17])([C:15]#[CH:16])[CH3:14].CCN(CC)CC. Product: [Cl:11][C:5]1[CH:6]=[C:7]([N+:8]([O-:10])=[O:9])[C:2]([C:16]#[C:15][C:13]([CH3:14])([OH:17])[CH3:12])=[N:3][CH:4]=1. The catalyst class is: 103. (2) Product: [O:73]1[C:72]2[CH:77]=[CH:78][C:69]([C:67](=[O:68])[CH2:66][S:13][C@H:10]3[C:11](=[O:12])[N:8]([C:5]4[CH:4]=[CH:3][C:2]([F:1])=[CH:7][CH:6]=4)[C@@H:9]3[C:24]3[CH:38]=[CH:37][C:27]([O:28][CH2:29][C:30]([OH:32])=[O:31])=[CH:26][CH:25]=3)=[CH:70][C:71]=2[O:76][CH2:75][CH2:74]1. The catalyst class is: 95. Reactant: [F:1][C:2]1[CH:7]=[CH:6][C:5]([N:8]2[C:11](=[O:12])[C@H:10]([S:13]SC3C([N+]([O-])=O)=CC=CN=3)[C@H:9]2[C:24]2[CH:38]=[CH:37][C:27]([O:28][CH2:29][C:30]([O:32]C(C)(C)C)=[O:31])=[CH:26][CH:25]=2)=[CH:4][CH:3]=1.C1(P(C2C=CC=CC=2)C2C=CC=CC=2)C=CC=CC=1.C(N(CC)CC)C.Br[CH2:66][C:67]([C:69]1[CH:78]=[CH:77][C:72]2[O:73][CH2:74][CH2:75][O:76][C:71]=2[CH:70]=1)=[O:68]. (3) Reactant: [F:1][C:2]1[CH:7]=[CH:6][C:5]([C:8]#[C:9][C:10]([NH:12][CH3:13])=[O:11])=[CH:4][CH:3]=1.[C:22](O[C:22]([O:24][C:25]([CH3:28])([CH3:27])[CH3:26])=[O:23])([O:24][C:25]([CH3:28])([CH3:27])[CH3:26])=[O:23].CN(C1C=CC=CN=1)C. Product: [F:1][C:2]1[CH:3]=[CH:4][C:5]([C:8]#[C:9][C:10]([N:12]([CH3:13])[C:22](=[O:23])[O:24][C:25]([CH3:26])([CH3:27])[CH3:28])=[O:11])=[CH:6][CH:7]=1. The catalyst class is: 1. (4) Reactant: C(OC([C@@H]1CC[C@H](C)N1)=O)C.[CH3:12][O:13][C:14]([NH:16][C@@H:17]([CH:31]([CH3:33])[CH3:32])[C:18]([N:20]1[C@@H:24]([CH3:25])[CH2:23][CH2:22][C@H:21]1[C:26]([O:28][CH2:29][CH3:30])=[O:27])=[O:19])=[O:15].C(O)(C(F)(F)F)=O.COC(N[C@@H](C(C)C)C(O)=O)=O.CN(C(ON1N=NC2C=CC=NC1=2)=[N+](C)C)C.F[P-](F)(F)(F)(F)F.CCN(C(C)C)C(C)C. Product: [CH3:12][O:13][C:14]([NH:16][C@@H:17]([CH:31]([CH3:32])[CH3:33])[C:18]([N:20]1[C@@H:24]([CH3:25])[CH2:23][CH2:22][C@H:21]1[C:26]([O:28][CH2:29][CH3:30])=[O:27])=[O:19])=[O:15]. The catalyst class is: 31. (5) Reactant: [CH3:1][O:2][C:3]1[CH:8]=[CH:7][C:6]([C:9]2[CH:17]=[CH:16][CH:15]=[C:14]3[C:10]=2[CH2:11][C:12](=[O:18])[NH:13]3)=[CH:5][CH:4]=1.[CH3:19][C@H:20]1[NH:25][C@@H:24]([CH3:26])[CH2:23][N:22]([C:27]([C:29]2[C:30]([CH3:36])=[C:31]([CH:34]=O)[NH:32][CH:33]=2)=[O:28])[CH2:21]1. Product: [CH3:26][C@H:24]1[NH:25][C@@H:20]([CH3:19])[CH2:21][N:22]([C:27]([C:29]2[C:30]([CH3:36])=[C:31]([CH:34]=[C:11]3[C:10]4[C:14](=[CH:15][CH:16]=[CH:17][C:9]=4[C:6]4[CH:7]=[CH:8][C:3]([O:2][CH3:1])=[CH:4][CH:5]=4)[NH:13][C:12]3=[O:18])[NH:32][CH:33]=2)=[O:28])[CH2:23]1. The catalyst class is: 360. (6) Reactant: C(OCC)C.[F:6][C:7]([F:11])([F:10])[CH2:8][OH:9].[F:12][C:13]([F:26])([F:25])[S:14](O[S:14]([C:13]([F:26])([F:25])[F:12])(=[O:16])=[O:15])(=[O:16])=[O:15].Cl. Product: [F:12][C:13]([F:26])([F:25])[S:14]([O:9][CH2:8][C:7]([F:11])([F:10])[F:6])(=[O:16])=[O:15]. The catalyst class is: 66.